Dataset: Drug-target binding data from BindingDB using Ki measurements. Task: Regression. Given a target protein amino acid sequence and a drug SMILES string, predict the binding affinity score between them. We predict pKi (pKi = -log10(Ki in M); higher means stronger inhibition). Dataset: bindingdb_ki. (1) The drug is O=C(O)c1cc(C(=O)O)c2cc(CCc3ccccc3)ccc2n1. The target protein (Q7TSF2) has sequence MPFNAFDTFKEKILKPGKEGVKNAVGDSLGILQRKLDGTNEEGDAIELSEEGRPVQTSRARAPVCDCSCCGIPKRYIIAVMSGLGFCISFGIRCNLGVAIVEMVNNSTVYVDGKPEIQTAQFNWDPETVGLIHGSFFWGYIVTQIPGGFISNKFAANRVFGAAIFLTSTLNMFIPSAARVHYGCVMCVRILQGLVEGVTYPACHGMWSKWAPPLERSRLATTSFCGSYAGAVVAMPLAGVLVQYIGWASVFYIYGMFGIIWYMFWLLQAYECPAVHPTISNEERTYIETSIGEGANLASLSKFNTPWRRFFTSLPVYAIIVANFCRSWTFYLLLISQPAYFEEVFGFAISKVGLLSAVPHMVMTIVVPIGGQLADYLRSRKILTTTAVRKIMNCGGFGMEATLLLVVGFSHTKGVAISFLVLAVGFSGFAISGFNVNHLDIAPRYASILMGISNGVGTLSGMVCPLIVGAMTKHKTREEWQNVFLIAALVHYSGVIFYGV.... The pKi is 3.8. (2) The small molecule is CCNc1nc2c(N)ncnc2n1C1O[C@H](COP(=O)(O)OP(=O)(O)O)[C@@H](O)[C@H]1O. The target protein (P11980) has sequence MPKPDSEAGTAFIQTQQLHAAMADTFLEHMCRLDIDSAPITARNTGIICTIGPASRSVEMLKEMIKSGMNVARLNFSHGTHEYHAETIKNVRAATESFASDPILYRPVAVALDTKGPEIRTGLIKGSGTAEVELKKGATLKITLDNAYMEKCDENILWLDYKNICKVVEVGSKIYVDDGLISLQVKEKGADYLVTEVENGGSLGSKKGVNLPGAAVDLPAVSEKDIQDLKFGVEQDVDMVFASFIRKAADVHEVRKVLGEKGKNIKIISKIENHEGVRRFDEILEASDGIMVARGDLGIEIPAEKVFLAQKMMIGRCNRAGKPVICATQMLESMIKKPRPTRAEGSDVANAVLDGADCIMLSGETAKGDYPLEAVRMQHLIAREAEAAVFHRLLFEELARASSQSTDPLEAMAMGSVEASYKCLAAALIVLTESGRSAHQVARYRPRAPIIAVTRNPQTARQAHLYRGIFPVLCKDAVLDAWAEDVDLRVNLAMNVGKAR.... The pKi is 3.1. (3) The drug is C[C@@H](OP(=O)(O)O)[C@H]1OC(n2cnc3c(N)ncnc32)[C@H](O)[C@@H]1O. The target protein (P29410) has sequence MAPNALAPEPEHPEGIRAVLLGPPGAGKGTQAPKLAENFCVCHLATGDMLRAMVASGSELGKKLKATMDAGKLVSDEMVVELIEKNLETPSCKNGFLLDGFPRTVKQAEMLDDLMDKRKEKLDSVIEFSIQDSLLIRRITGRLIHPKSGRSYHEEFNPPKEAMKDDITGEPLIRRSDDNEKALKTRLEAYHTQTTPLVEYYRKRGIHCAIDASQTPDVVFASILAAFSKATCKDLVMFV. The pKi is 2.0.